From a dataset of Full USPTO retrosynthesis dataset with 1.9M reactions from patents (1976-2016). Predict the reactants needed to synthesize the given product. (1) Given the product [Cl:27][C:28]1[CH:33]=[CH:32][C:31]([NH:34][C:12]([C:10]2[N:11]=[C:7]([CH2:6][O:5][C:4]3[CH:15]=[CH:16][C:17]([CH2:18][CH2:19][CH2:20][CH2:21][N:22]4[CH:26]=[CH:25][N:24]=[N:23]4)=[C:2]([CH3:1])[CH:3]=3)[O:8][CH:9]=2)=[O:14])=[CH:30][CH:29]=1, predict the reactants needed to synthesize it. The reactants are: [CH3:1][C:2]1[CH:3]=[C:4]([CH:15]=[CH:16][C:17]=1[CH2:18][CH2:19][CH2:20][CH2:21][N:22]1[CH:26]=[CH:25][N:24]=[N:23]1)[O:5][CH2:6][C:7]1[O:8][CH:9]=[C:10]([C:12]([OH:14])=O)[N:11]=1.[Cl:27][C:28]1[CH:33]=[CH:32][C:31]([NH2:34])=[CH:30][CH:29]=1. (2) Given the product [CH3:3][O:4][C:5]1[CH:6]=[CH:7][C:8]([NH:11][C:12]2[CH:17]=[CH:16][CH:15]=[CH:14][C:13]=2[NH:18][C:25]([C:21]2[S:22][CH:23]=[CH:24][C:20]=2[CH3:19])=[O:26])=[CH:9][CH:10]=1, predict the reactants needed to synthesize it. The reactants are: Cl.Cl.[CH3:3][O:4][C:5]1[CH:10]=[CH:9][C:8]([NH:11][C:12]2[C:13]([NH2:18])=[CH:14][CH:15]=[CH:16][CH:17]=2)=[CH:7][CH:6]=1.[CH3:19][C:20]1[CH:24]=[CH:23][S:22][C:21]=1[C:25](O)=[O:26].CCN(CC)CC.[N-]=C=O.